From a dataset of Reaction yield outcomes from USPTO patents with 853,638 reactions. Predict the reaction yield, written as a fraction of the theoretical maximum amount of product (1.0 means a 100% yield; for example, 0.34 means a 34% yield). (1) The reactants are [CH2:1]([O:8][C:9]1[CH:14]=[CH:13][C:12]([C:15]2[C:20]([N+:21]([O-])=O)=[CH:19][CH:18]=[CH:17][C:16]=2[C:24]2[CH:29]=[CH:28][N:27]=[CH:26][CH:25]=2)=[CH:11][CH:10]=1)[C:2]1[CH:7]=[CH:6][CH:5]=[CH:4][CH:3]=1.Cl[Sn]Cl. The catalyst is CCOC(C)=O.O. The product is [CH2:1]([O:8][C:9]1[CH:10]=[CH:11][C:12]([C:15]2[C:16]([C:24]3[CH:29]=[CH:28][N:27]=[CH:26][CH:25]=3)=[CH:17][CH:18]=[CH:19][C:20]=2[NH2:21])=[CH:13][CH:14]=1)[C:2]1[CH:3]=[CH:4][CH:5]=[CH:6][CH:7]=1. The yield is 0.950. (2) The reactants are [Cl:1][C:2]1[CH:7]=[CH:6][C:5]([C:8]2[C:14]3[CH:15]=[C:16]([O:19][CH3:20])[CH:17]=[CH:18][C:13]=3[N:12]3[C:21]([CH3:24])=[N:22][N:23]=[C:11]3[C@H:10]([CH2:25][C:26]([OH:28])=O)[N:9]=2)=[CH:4][CH:3]=1.CCN=C=NCCCN(C)C.C1C=CC2N(O)N=NC=2C=1.Cl.[NH2:51][CH2:52][C:53]1[CH:54]=[C:55]([B:59]([OH:61])[OH:60])[CH:56]=[CH:57][CH:58]=1. The catalyst is C(Cl)Cl.CN(C1C=CN=CC=1)C. The product is [Cl:1][C:2]1[CH:7]=[CH:6][C:5]([C:8]2[C:14]3[CH:15]=[C:16]([O:19][CH3:20])[CH:17]=[CH:18][C:13]=3[N:12]3[C:21]([CH3:24])=[N:22][N:23]=[C:11]3[C@H:10]([CH2:25][C:26]([NH:51][CH2:52][C:53]3[CH:54]=[C:55]([B:59]([OH:61])[OH:60])[CH:56]=[CH:57][CH:58]=3)=[O:28])[N:9]=2)=[CH:4][CH:3]=1. The yield is 0.240.